Dataset: HIV replication inhibition screening data with 41,000+ compounds from the AIDS Antiviral Screen. Task: Binary Classification. Given a drug SMILES string, predict its activity (active/inactive) in a high-throughput screening assay against a specified biological target. (1) The compound is N#Cc1ccc(C=C2CCc3ccccc3C2=O)cc1. The result is 0 (inactive). (2) The drug is O=C1CCCN1C(=O)CS(=O)(=O)c1ccccc1. The result is 0 (inactive). (3) The molecule is Cc1sc2ccc3ccccc3c2[n+]1C. The result is 0 (inactive). (4) The compound is COc1cccc(C2SC(=N)Nc3c2c(C)nn3C(=O)Cc2ccccc2)c1. The result is 1 (active). (5) The molecule is O=C(Cn1ccnc1[N+](=O)[O-])c1ccccc1. The result is 0 (inactive). (6) The molecule is CCN(CC)c1nc(Cl)nc(C(N)=O)c1N. The result is 0 (inactive). (7) The drug is OC1=CN=COc2ccccc21. The result is 0 (inactive).